From a dataset of Peptide-MHC class II binding affinity with 134,281 pairs from IEDB. Regression. Given a peptide amino acid sequence and an MHC pseudo amino acid sequence, predict their binding affinity value. This is MHC class II binding data. (1) The peptide sequence is EISTNIRQAGVQYSR. The MHC is HLA-DQA10301-DQB10301 with pseudo-sequence HLA-DQA10301-DQB10301. The binding affinity (normalized) is 0.792. (2) The peptide sequence is ILFSYFQDLVITLPF. The MHC is DRB4_0101 with pseudo-sequence DRB4_0103. The binding affinity (normalized) is 0.547. (3) The peptide sequence is SLSELTDALRTLGST. The MHC is HLA-DQA10501-DQB10301 with pseudo-sequence HLA-DQA10501-DQB10301. The binding affinity (normalized) is 0.273. (4) The peptide sequence is FEAQGAKANIAVD. The MHC is H-2-IAk with pseudo-sequence H-2-IAk. The binding affinity (normalized) is 0.202. (5) The peptide sequence is GENQIVDKIDAAFKI. The MHC is DRB1_0401 with pseudo-sequence DRB1_0401. The binding affinity (normalized) is 0.384.